Dataset: Full USPTO retrosynthesis dataset with 1.9M reactions from patents (1976-2016). Task: Predict the reactants needed to synthesize the given product. The reactants are: [F:1][C:2]1[CH:25]=[CH:24][CH:23]=[CH:22][C:3]=1[CH2:4][N:5]1[C:9]2=[N:10][CH:11]=[CH:12][CH:13]=[C:8]2[C:7]([C:14]2[N:15]=[C:16]([NH2:21])[C:17]([NH2:20])=[N:18][CH:19]=2)=[N:6]1.[C:26](=O)(OC(Cl)(Cl)Cl)[O:27]C(Cl)(Cl)Cl. Given the product [F:1][C:2]1[CH:25]=[CH:24][CH:23]=[CH:22][C:3]=1[CH2:4][N:5]1[C:9]2=[N:10][CH:11]=[CH:12][CH:13]=[C:8]2[C:7]([C:14]2[N:15]=[C:16]3[NH:21][C:26](=[O:27])[NH:20][C:17]3=[N:18][CH:19]=2)=[N:6]1, predict the reactants needed to synthesize it.